Dataset: Peptide-MHC class I binding affinity with 185,985 pairs from IEDB/IMGT. Task: Regression. Given a peptide amino acid sequence and an MHC pseudo amino acid sequence, predict their binding affinity value. This is MHC class I binding data. (1) The peptide sequence is IWMMWYWGPSL. The MHC is Patr-A0901 with pseudo-sequence Patr-A0901. The binding affinity (normalized) is 0.851. (2) The binding affinity (normalized) is 0.213. The peptide sequence is QRASNVFDL. The MHC is HLA-B44:02 with pseudo-sequence HLA-B44:02. (3) The peptide sequence is RPLLARMPE. The MHC is HLA-A01:01 with pseudo-sequence HLA-A01:01. The binding affinity (normalized) is 0.0847. (4) The peptide sequence is MHYGYNRAN. The MHC is HLA-A02:12 with pseudo-sequence HLA-A02:12. The binding affinity (normalized) is 0.0847. (5) The peptide sequence is MFKKRNLTI. The MHC is HLA-A30:01 with pseudo-sequence HLA-A30:01. The binding affinity (normalized) is 0.541. (6) The peptide sequence is KLLKSWVSK. The MHC is HLA-B27:03 with pseudo-sequence HLA-B27:03. The binding affinity (normalized) is 0.0847. (7) The peptide sequence is DTSECPNER. The MHC is HLA-A68:01 with pseudo-sequence HLA-A68:01. The binding affinity (normalized) is 0.511.